From a dataset of Peptide-MHC class II binding affinity with 134,281 pairs from IEDB. Regression. Given a peptide amino acid sequence and an MHC pseudo amino acid sequence, predict their binding affinity value. This is MHC class II binding data. (1) The peptide sequence is ASYASPSLQTLIAVS. The MHC is DRB1_0405 with pseudo-sequence DRB1_0405. The binding affinity (normalized) is 0.389. (2) The peptide sequence is KNYEHIAAYHFDLSG. The MHC is HLA-DQA10301-DQB10302 with pseudo-sequence HLA-DQA10301-DQB10302. The binding affinity (normalized) is 0.246. (3) The peptide sequence is MKTGRRGSANGKTLG. The MHC is DRB4_0103 with pseudo-sequence DRB4_0103. The binding affinity (normalized) is 0. (4) The peptide sequence is APEDKYEAFVLHFSE. The MHC is HLA-DPA10103-DPB10301 with pseudo-sequence HLA-DPA10103-DPB10301. The binding affinity (normalized) is 0.160. (5) The peptide sequence is SARYDVALSEQGEFK. The MHC is DRB3_0301 with pseudo-sequence DRB3_0301. The binding affinity (normalized) is 0.413. (6) The peptide sequence is FVAAAKYMVIQGEPG. The MHC is DRB1_0802 with pseudo-sequence DRB1_0802. The binding affinity (normalized) is 0.149. (7) The peptide sequence is SLETVAIDRPAEVRKHHHHHH. The MHC is DRB5_0101 with pseudo-sequence DRB5_0101. The binding affinity (normalized) is 0.236. (8) The peptide sequence is AFTVVLSGGTLIDTL. The MHC is HLA-DQA10501-DQB10301 with pseudo-sequence HLA-DQA10501-DQB10301. The binding affinity (normalized) is 0.185. (9) The peptide sequence is YQVTYIVRGSGRVQV. The MHC is DRB4_0101 with pseudo-sequence DRB4_0103. The binding affinity (normalized) is 0.213.